The task is: Regression. Given two drug SMILES strings and cell line genomic features, predict the synergy score measuring deviation from expected non-interaction effect.. This data is from NCI-60 drug combinations with 297,098 pairs across 59 cell lines. (1) Synergy scores: CSS=7.62, Synergy_ZIP=4.94, Synergy_Bliss=4.34, Synergy_Loewe=1.65, Synergy_HSA=2.46. Drug 2: CC1CCCC2(C(O2)CC(NC(=O)CC(C(C(=O)C(C1O)C)(C)C)O)C(=CC3=CSC(=N3)C)C)C. Drug 1: C1=C(C(=O)NC(=O)N1)N(CCCl)CCCl. Cell line: SNB-75. (2) Drug 1: C1CCC(CC1)NC(=O)N(CCCl)N=O. Drug 2: C1CN(CCN1C(=O)CCBr)C(=O)CCBr. Cell line: A498. Synergy scores: CSS=3.56, Synergy_ZIP=1.10, Synergy_Bliss=4.19, Synergy_Loewe=-1.16, Synergy_HSA=-0.185. (3) Drug 1: C1=CC(=CC=C1CC(C(=O)O)N)N(CCCl)CCCl.Cl. Drug 2: CC(C)(C#N)C1=CC(=CC(=C1)CN2C=NC=N2)C(C)(C)C#N. Cell line: SK-MEL-28. Synergy scores: CSS=0.958, Synergy_ZIP=0.993, Synergy_Bliss=0.323, Synergy_Loewe=-2.86, Synergy_HSA=-3.42. (4) Drug 1: C1=NC(=NC(=O)N1C2C(C(C(O2)CO)O)O)N. Drug 2: CC1C(C(CC(O1)OC2CC(OC(C2O)C)OC3=CC4=CC5=C(C(=O)C(C(C5)C(C(=O)C(C(C)O)O)OC)OC6CC(C(C(O6)C)O)OC7CC(C(C(O7)C)O)OC8CC(C(C(O8)C)O)(C)O)C(=C4C(=C3C)O)O)O)O. Cell line: LOX IMVI. Synergy scores: CSS=70.4, Synergy_ZIP=1.65, Synergy_Bliss=1.61, Synergy_Loewe=-6.50, Synergy_HSA=0.887. (5) Drug 1: CC1=C(C=C(C=C1)C(=O)NC2=CC(=CC(=C2)C(F)(F)F)N3C=C(N=C3)C)NC4=NC=CC(=N4)C5=CN=CC=C5. Drug 2: CC1=C(C(=CC=C1)Cl)NC(=O)C2=CN=C(S2)NC3=CC(=NC(=N3)C)N4CCN(CC4)CCO. Cell line: SN12C. Synergy scores: CSS=-4.43, Synergy_ZIP=12.4, Synergy_Bliss=7.78, Synergy_Loewe=-24.2, Synergy_HSA=-23.2. (6) Drug 1: C1=CC(=C2C(=C1NCCNCCO)C(=O)C3=C(C=CC(=C3C2=O)O)O)NCCNCCO. Drug 2: CCCCCOC(=O)NC1=NC(=O)N(C=C1F)C2C(C(C(O2)C)O)O. Cell line: KM12. Synergy scores: CSS=15.1, Synergy_ZIP=-6.42, Synergy_Bliss=-7.29, Synergy_Loewe=-39.1, Synergy_HSA=-6.77.